This data is from Full USPTO retrosynthesis dataset with 1.9M reactions from patents (1976-2016). The task is: Predict the reactants needed to synthesize the given product. (1) Given the product [OH:21][C@H:20]([C:11]1[CH:10]=[C:9]([O:8][CH2:7][C:6]2[CH:5]=[CH:4][C:3]([O:2][CH3:1])=[CH:23][CH:22]=2)[N:13]([C:14]2[CH:19]=[CH:18][CH:17]=[CH:16][CH:15]=2)[N:12]=1)[C@H:56]([CH:57]=[CH2:58])[C:55]([NH:54][C@@H:49]([CH2:48][C:42]1[CH:43]=[CH:44][CH:45]=[CH:46][CH:47]=1)[C:50]([O:52][CH3:53])=[O:51])=[O:63], predict the reactants needed to synthesize it. The reactants are: [CH3:1][O:2][C:3]1[CH:23]=[CH:22][C:6]([CH2:7][O:8][C:9]2[N:13]([C:14]3[CH:19]=[CH:18][CH:17]=[CH:16][CH:15]=3)[N:12]=[C:11]([CH:20]=[O:21])[CH:10]=2)=[CH:5][CH:4]=1.[F-].C([N+](CCCC)(CCCC)CCCC)CCC.[C:42]1([CH2:48][C@H:49]([NH:54][C:55](=[O:63])/[CH:56]=[CH:57]/[CH2:58][Si](C)(C)C)[C:50]([O:52][CH3:53])=[O:51])[CH:47]=[CH:46][CH:45]=[CH:44][CH:43]=1.[Cl-].[NH4+]. (2) Given the product [C:12]([N:8]1[C:9]2[C:4](=[CH:3][C:2]([C:24]3[CH:44]=[CH:43][C:27]([C:28]([N:30]4[CH2:31][CH2:32][N:33]([C:36]([O:38][C:39]([CH3:40])([CH3:42])[CH3:41])=[O:37])[CH2:34][CH2:35]4)=[O:29])=[CH:26][CH:25]=3)=[CH:11][CH:10]=2)[NH:5][CH2:6][C@@H:7]1[CH3:15])(=[O:14])[CH3:13], predict the reactants needed to synthesize it. The reactants are: Br[C:2]1[CH:3]=[C:4]2[C:9](=[CH:10][CH:11]=1)[N:8]([C:12](=[O:14])[CH3:13])[C@@H:7]([CH3:15])[CH2:6][NH:5]2.CC1(C)C(C)(C)OB([C:24]2[CH:44]=[CH:43][C:27]([C:28]([N:30]3[CH2:35][CH2:34][N:33]([C:36]([O:38][C:39]([CH3:42])([CH3:41])[CH3:40])=[O:37])[CH2:32][CH2:31]3)=[O:29])=[CH:26][CH:25]=2)O1.C(=O)(O)[O-].[Na+]. (3) The reactants are: [F:1][C:2]([F:27])([F:26])[C:3]([N:5]([CH2:15][C:16]1([C:22]([O:24][CH3:25])=[O:23])[CH2:21][CH2:20][NH:19][CH2:18][CH2:17]1)[C@@H:6]1[CH2:8][C@H:7]1[C:9]1[CH:14]=[CH:13][CH:12]=[CH:11][CH:10]=1)=[O:4].[CH:28](=O)[C:29]1[CH:34]=[CH:33][CH:32]=[CH:31][CH:30]=1.C(O[BH-](OC(=O)C)OC(=O)C)(=O)C.[Na+]. Given the product [CH2:28]([N:19]1[CH2:20][CH2:21][C:16]([CH2:15][N:5]([C@@H:6]2[CH2:8][C@H:7]2[C:9]2[CH:14]=[CH:13][CH:12]=[CH:11][CH:10]=2)[C:3](=[O:4])[C:2]([F:1])([F:26])[F:27])([C:22]([O:24][CH3:25])=[O:23])[CH2:17][CH2:18]1)[C:29]1[CH:34]=[CH:33][CH:32]=[CH:31][CH:30]=1, predict the reactants needed to synthesize it. (4) The reactants are: [CH3:1][O:2][C:3]1[NH:7][N:6]=[C:5]([NH2:8])[CH:4]=1.C(N(CC)CC)C.[Cl:16][C:17]1[N:22]=[C:21](Cl)[C:20]([Cl:24])=[CH:19][N:18]=1. Given the product [Cl:16][C:17]1[N:22]=[C:21]([NH:8][C:5]2[CH:4]=[C:3]([O:2][CH3:1])[NH:7][N:6]=2)[C:20]([Cl:24])=[CH:19][N:18]=1, predict the reactants needed to synthesize it. (5) Given the product [C:8]([C:5]1[N:4]=[CH:3][C:2]([NH:14][C:15]2[CH:16]=[N:17][C:18]([C:21]#[C:22][CH2:23][CH2:24][CH2:25][CH3:26])=[CH:19][CH:20]=2)=[CH:7][CH:6]=1)#[C:9][CH2:10][CH2:11][CH2:12][CH3:13], predict the reactants needed to synthesize it. The reactants are: Br[C:2]1[CH:3]=[N:4][C:5]([C:8]#[C:9][CH2:10][CH2:11][CH2:12][CH3:13])=[CH:6][CH:7]=1.[NH2:14][C:15]1[CH:16]=[N:17][C:18]([C:21]#[C:22][CH2:23][CH2:24][CH2:25][CH3:26])=[CH:19][CH:20]=1.